Dataset: Reaction yield outcomes from USPTO patents with 853,638 reactions. Task: Predict the reaction yield, written as a fraction of the theoretical maximum amount of product (1.0 means a 100% yield; for example, 0.34 means a 34% yield). (1) The reactants are [CH3:1][N:2]1[CH2:7][CH2:6][NH:5][CH2:4][CH:3]1[CH3:8].F[C:10]1[CH:20]=[CH:19][C:13]([C:14]([O:16][CH2:17][CH3:18])=[O:15])=[CH:12][CH:11]=1. The catalyst is CC(N(C)C)=O. The product is [CH3:8][CH:3]1[N:2]([CH3:1])[CH2:7][CH2:6][N:5]([C:10]2[CH:20]=[CH:19][C:13]([C:14]([O:16][CH2:17][CH3:18])=[O:15])=[CH:12][CH:11]=2)[CH2:4]1. The yield is 0.325. (2) The reactants are Cl.[N+:2]([C:5]1[CH:6]=[N:7][CH:8]=[CH:9][C:10]=1[NH:11][CH2:12][C@@H:13]1[CH2:17][CH2:16][NH:15][CH2:14]1)([O-:4])=[O:3].C(N(CC)CC)C.[CH:25]1([C:28](Cl)=[O:29])[CH2:27][CH2:26]1. The catalyst is ClCCl. The product is [CH:25]1([C:28]([N:15]2[CH2:16][CH2:17][C@@H:13]([CH2:12][NH:11][C:10]3[CH:9]=[CH:8][N:7]=[CH:6][C:5]=3[N+:2]([O-:4])=[O:3])[CH2:14]2)=[O:29])[CH2:27][CH2:26]1. The yield is 0.620. (3) The reactants are [I:1][CH2:2][CH2:3][CH2:4][OH:5].[N:6]1[C:15]2[C:10](=[CH:11][CH:12]=[CH:13][CH:14]=2)[CH:9]=[CH:8][CH:7]=1. The catalyst is O1CCOCC1. The product is [I-:1].[OH:5][CH2:4][CH2:3][CH2:2][N+:6]1[C:15]2[C:10](=[CH:11][CH:12]=[CH:13][CH:14]=2)[CH:9]=[CH:8][CH:7]=1. The yield is 0.800. (4) The reactants are [CH2:1]([O:8][N:9]([CH2:12][C@@H:13]([O:34][CH2:35][C:36]1[CH:41]=[CH:40][CH:39]=[CH:38][CH:37]=1)[C@@H:14]([O:26][CH2:27][C:28]1[CH:33]=[CH:32][CH:31]=[CH:30][CH:29]=1)[C@H:15]([O:18][CH2:19][C:20]1[CH:25]=[CH:24][CH:23]=[CH:22][CH:21]=1)[CH2:16][OH:17])[CH:10]=[O:11])[C:2]1[CH:7]=[CH:6][CH:5]=[CH:4][CH:3]=1.CC(OI1(OC(C)=O)(OC(C)=O)OC(=O)C2C=CC=CC1=2)=O. The catalyst is C(Cl)Cl. The product is [CH2:1]([O:8][N:9]([CH2:12][C@@H:13]([O:34][CH2:35][C:36]1[CH:37]=[CH:38][CH:39]=[CH:40][CH:41]=1)[C@@H:14]([O:26][CH2:27][C:28]1[CH:33]=[CH:32][CH:31]=[CH:30][CH:29]=1)[C@H:15]([O:18][CH2:19][C:20]1[CH:21]=[CH:22][CH:23]=[CH:24][CH:25]=1)[CH:16]=[O:17])[CH:10]=[O:11])[C:2]1[CH:7]=[CH:6][CH:5]=[CH:4][CH:3]=1. The yield is 0.600. (5) The reactants are C[O:2][C:3](=[O:38])[CH2:4][C:5]1[CH:10]=[CH:9][CH:8]=[C:7]([C:11]2[CH:15]=[C:14]([C:16]3[N:17]([CH2:29][C:30]4[CH:35]=[CH:34][C:33]([F:36])=[CH:32][C:31]=4[F:37])[C:18](=[O:28])[C:19]([C:26]#[N:27])=[C:20]([C:22]([F:25])([F:24])[F:23])[CH:21]=3)[S:13][CH:12]=2)[CH:6]=1.C1COCC1.O[Li].O.Cl. The yield is 0.650. The product is [C:26]([C:19]1[C:18](=[O:28])[N:17]([CH2:29][C:30]2[CH:35]=[CH:34][C:33]([F:36])=[CH:32][C:31]=2[F:37])[C:16]([C:14]2[S:13][CH:12]=[C:11]([C:7]3[CH:6]=[C:5]([CH2:4][C:3]([OH:38])=[O:2])[CH:10]=[CH:9][CH:8]=3)[CH:15]=2)=[CH:21][C:20]=1[C:22]([F:24])([F:25])[F:23])#[N:27]. The catalyst is O.